Dataset: Full USPTO retrosynthesis dataset with 1.9M reactions from patents (1976-2016). Task: Predict the reactants needed to synthesize the given product. (1) Given the product [CH3:28][C:23]1([CH3:29])[C:24]([CH3:27])([CH3:26])[O:25][B:21]([C:2]2[CH:3]=[C:4]([N:8]3[C:16]4[CH:15]=[CH:14][CH:13]=[CH:12][C:11]=4[C:10]4[CH:17]=[N:18][CH:19]=[CH:20][C:9]3=4)[CH:5]=[CH:6][CH:7]=2)[O:22]1, predict the reactants needed to synthesize it. The reactants are: Br[C:2]1[CH:3]=[C:4]([N:8]2[C:16]3[CH:15]=[CH:14][CH:13]=[CH:12][C:11]=3[C:10]3[CH:17]=[N:18][CH:19]=[CH:20][C:9]2=3)[CH:5]=[CH:6][CH:7]=1.[B:21]1([B:21]2[O:25][C:24]([CH3:27])([CH3:26])[C:23]([CH3:29])([CH3:28])[O:22]2)[O:25][C:24]([CH3:27])([CH3:26])[C:23]([CH3:29])([CH3:28])[O:22]1.C([O-])(=O)C.[K+].CS(C)=O. (2) The reactants are: [CH3:1][C:2]1[CH:7]=[CH:6][CH:5]=[CH:4][C:3]=1[C:8]1[C:19](=[O:20])[N:18]([C@H:21]2[CH2:25][CH2:24][N:23]([S:26]([CH3:29])(=[O:28])=[O:27])[CH2:22]2)[C:11]2[N:12]=[C:13](SC)[N:14]=[CH:15][C:10]=2[CH:9]=1.Cl[C:31]1C=CC=C(C(OO)=O)C=1.[S:41](=[O:44])([OH:43])[O-].[Na+].C(=O)(O)[O-].[Na+]. Given the product [CH3:1][C:2]1[CH:7]=[CH:6][CH:5]=[CH:4][C:3]=1[C:8]1[C:19](=[O:20])[N:18]([C@H:21]2[CH2:25][CH2:24][N:23]([S:26]([CH3:29])(=[O:28])=[O:27])[CH2:22]2)[C:11]2[N:12]=[C:13]([S:41]([CH3:31])(=[O:44])=[O:43])[N:14]=[CH:15][C:10]=2[CH:9]=1, predict the reactants needed to synthesize it. (3) Given the product [O:34]=[C:33]([CH3:35])[C:32]([NH:13][C:11](=[O:12])[C@H:3]([CH2:4][C:5]1[CH:10]=[CH:9][CH:8]=[CH:7][CH:6]=1)[NH2:2])=[O:36], predict the reactants needed to synthesize it. The reactants are: Cl.[NH2:2][C@H:3]([C:11]([NH2:13])=[O:12])[CH2:4][C:5]1[CH:10]=[CH:9][CH:8]=[CH:7][CH:6]=1.CCN(CC)CC.C1C=CC2N(O)N=NC=2C=1.O.[C:32](O)(=[O:36])[C:33]([CH3:35])=[O:34].CCN=C=NCCCN(C)C.Cl. (4) Given the product [Br:1][C:2]1[CH:3]=[CH:4][C:5]([N:8]2[CH:12]=[C:11]([CH2:13][CH2:14][CH2:15][O:16][C:21]3[C:26]([O:27][CH3:28])=[CH:25][CH:24]=[CH:23][C:22]=3[CH2:29][C:30]([OH:32])=[O:31])[C:10]([CH:17]([CH3:19])[CH3:18])=[N:9]2)=[N:6][CH:7]=1, predict the reactants needed to synthesize it. The reactants are: [Br:1][C:2]1[CH:3]=[CH:4][C:5]([N:8]2[CH:12]=[C:11]([CH2:13][CH2:14][CH2:15][OH:16])[C:10]([CH:17]([CH3:19])[CH3:18])=[N:9]2)=[N:6][CH:7]=1.O[C:21]1[C:26]([O:27][CH3:28])=[CH:25][CH:24]=[CH:23][C:22]=1[CH2:29][C:30]([O:32]C)=[O:31].C(P(CCCC)CCCC)CCC.N(C(N1CCCCC1)=O)=NC(N1CCCCC1)=O. (5) Given the product [CH3:15][O:16][C:17](=[O:31])[C:18]1[CH:23]=[C:22]([CH:24]=[CH2:25])[C:21]([C:26]([F:28])([F:27])[F:29])=[CH:20][C:19]=1[NH:30][C:2]([O:4][CH:5]([CH3:7])[CH3:6])=[O:3], predict the reactants needed to synthesize it. The reactants are: Cl[C:2]([O:4][CH:5]([CH3:7])[CH3:6])=[O:3].C1(C)C=CC=CC=1.[CH3:15][O:16][C:17](=[O:31])[C:18]1[CH:23]=[C:22]([CH:24]=[CH2:25])[C:21]([C:26]([F:29])([F:28])[F:27])=[CH:20][C:19]=1[NH2:30].N1C=CC=CC=1.